From a dataset of Reaction yield outcomes from USPTO patents with 853,638 reactions. Predict the reaction yield, written as a fraction of the theoretical maximum amount of product (1.0 means a 100% yield; for example, 0.34 means a 34% yield). The reactants are [CH2:1]([O:8][C:9]1[CH:10]=[CH:11][C:12]2=[C:13]([CH:21]=1)[O:14][CH2:15][CH2:16][C:17]([CH2:19]O)=[CH:18]2)[C:2]1[CH:7]=[CH:6][CH:5]=[CH:4][CH:3]=1.[CH3:22][CH2:23][O:24][C:25]([CH3:27])=[O:26]. The catalyst is C(C(CC)(CC)C([O-])([O-])[O-])C.C(O)(=O)CC. The product is [CH2:1]([O:8][C:9]1[CH:10]=[CH:11][C:12]2[CH:18]([CH2:27][C:25]([O:24][CH2:23][CH3:22])=[O:26])[C:17](=[CH2:19])[CH2:16][CH2:15][O:14][C:13]=2[CH:21]=1)[C:2]1[CH:7]=[CH:6][CH:5]=[CH:4][CH:3]=1. The yield is 0.400.